Dataset: Catalyst prediction with 721,799 reactions and 888 catalyst types from USPTO. Task: Predict which catalyst facilitates the given reaction. Reactant: [CH:1]1([CH2:6][CH:7]([C:11]2[CH:16]=[CH:15][C:14]([F:17])=[C:13]([C:18]([F:21])([F:20])[F:19])[CH:12]=2)[C:8](O)=[O:9])[CH2:5][CH2:4][CH2:3][CH2:2]1.F[P-](F)(F)(F)(F)F.N1(O[P+](N(C)C)(N(C)C)N(C)C)C2C=CC=CC=2N=N1.[CH3:49][O:50][C:51](=[O:59])[C:52]1[CH:57]=[CH:56][C:55]([NH2:58])=[N:54][CH:53]=1.C(N(CC)C(C)C)(C)C. Product: [CH3:49][O:50][C:51](=[O:59])[C:52]1[CH:57]=[CH:56][C:55]([NH:58][C:8](=[O:9])[CH:7]([C:11]2[CH:16]=[CH:15][C:14]([F:17])=[C:13]([C:18]([F:19])([F:20])[F:21])[CH:12]=2)[CH2:6][CH:1]2[CH2:2][CH2:3][CH2:4][CH2:5]2)=[N:54][CH:53]=1. The catalyst class is: 35.